Dataset: Catalyst prediction with 721,799 reactions and 888 catalyst types from USPTO. Task: Predict which catalyst facilitates the given reaction. (1) Product: [C:1]([C:5]1[CH:6]=[CH:7][C:8]([C:11]2[N:15]([CH3:16])[N:14]=[C:13]([C:17]([C:19]3[CH:20]=[CH:21][CH:22]=[CH:23][CH:24]=3)=[N:27][NH:26][C:28]([C:30]3[CH:31]=[CH:32][C:33]([S:36]([NH:39][CH3:40])(=[O:37])=[O:38])=[CH:34][CH:35]=3)=[O:29])[C:12]=2[OH:25])=[CH:9][CH:10]=1)([CH3:3])([CH3:2])[CH3:4]. The catalyst class is: 32. Reactant: [C:1]([C:5]1[CH:10]=[CH:9][C:8]([C:11]2[N:15]([CH3:16])[N:14]=[C:13]([C:17]([C:19]3[CH:24]=[CH:23][CH:22]=[CH:21][CH:20]=3)=O)[C:12]=2[OH:25])=[CH:7][CH:6]=1)([CH3:4])([CH3:3])[CH3:2].[NH:26]([C:28]([C:30]1[CH:35]=[CH:34][C:33]([S:36]([NH:39][CH3:40])(=[O:38])=[O:37])=[CH:32][CH:31]=1)=[O:29])[NH2:27]. (2) Reactant: C(OC(=O)[C@@H](C1C=CC=CC=1)O)(=O)C.O.[NH2:16][CH2:17][CH:18]([C:22]1[CH:27]=[CH:26][C:25]([F:28])=[CH:24][CH:23]=1)[CH2:19][CH2:20][OH:21]. Product: [NH2:16][CH2:17][C@H:18]([C:22]1[CH:23]=[CH:24][C:25]([F:28])=[CH:26][CH:27]=1)[CH2:19][CH2:20][OH:21]. The catalyst class is: 336.